Dataset: Reaction yield outcomes from USPTO patents with 853,638 reactions. Task: Predict the reaction yield, written as a fraction of the theoretical maximum amount of product (1.0 means a 100% yield; for example, 0.34 means a 34% yield). (1) The reactants are N(C(OCC)=O)=NC(OCC)=O.Cl[C:14]1[C:23]2[C:18](=[CH:19][C:20](OC)=[C:21](O)[CH:22]=2)[N:17]=[CH:16][N:15]=1.C1(P(C2C=CC=CC=2)C2C=CC=CC=2)C=CC=CC=1.C(OC(N1CCC[C@@H](O)C1)=O)(C)(C)C. The catalyst is ClCCl. The product is [N:17]1[C:18]2[C:23](=[CH:22][CH:21]=[CH:20][CH:19]=2)[CH:14]=[N:15][CH:16]=1. The yield is 0.480. (2) The reactants are [NH2:1][C:2]1[CH:27]=[CH:26][C:5]([O:6][C:7]2[CH:12]=[CH:11][N:10]=[C:9]3[CH:13]=[C:14]([C:16]4[CH:25]=[CH:24][C:19]([C:20]([NH:22][CH3:23])=[O:21])=[CH:18][CH:17]=4)[S:15][C:8]=23)=[C:4]([F:28])[CH:3]=1.[F:29][C:30]1[CH:35]=[CH:34][C:33]([N:36]2[C:41](=[O:42])[C:40]([C:43](O)=[O:44])=[CH:39][CH:38]=[N:37]2)=[CH:32][CH:31]=1. No catalyst specified. The product is [F:28][C:4]1[CH:3]=[C:2]([NH:1][C:43]([C:40]2[C:41](=[O:42])[N:36]([C:33]3[CH:34]=[CH:35][C:30]([F:29])=[CH:31][CH:32]=3)[N:37]=[CH:38][CH:39]=2)=[O:44])[CH:27]=[CH:26][C:5]=1[O:6][C:7]1[CH:12]=[CH:11][N:10]=[C:9]2[CH:13]=[C:14]([C:16]3[CH:25]=[CH:24][C:19]([C:20](=[O:21])[NH:22][CH3:23])=[CH:18][CH:17]=3)[S:15][C:8]=12. The yield is 0.400. (3) The reactants are [H-].C([Al+]CC(C)C)C(C)C.CCCCCC.C[O:18][C:19](=O)[C:20]1[CH:25]=[CH:24][N:23]=[C:22]([Cl:26])[CH:21]=1.Cl.C(=O)([O-])O.[Na+]. The catalyst is O1CCCC1. The product is [Cl:26][C:22]1[CH:21]=[C:20]([CH2:19][OH:18])[CH:25]=[CH:24][N:23]=1. The yield is 0.950. (4) The reactants are Br.[C:2]([C:6]1[CH:11]=[CH:10][C:9](/[C:12](/[C:20]2[CH:25]=[CH:24][C:23]([N:26]([CH3:28])[CH3:27])=[C:22]([O:29]C)[N:21]=2)=[CH:13]\[C@@H:14]2[NH:18][C:17](=[O:19])[CH2:16][CH2:15]2)=[CH:8][CH:7]=1)([CH3:5])([CH3:4])[CH3:3].O. The catalyst is O1CCOCC1. The product is [C:2]([C:6]1[CH:7]=[CH:8][C:9](/[C:12](/[C:20]2[NH:21][C:22](=[O:29])[C:23]([N:26]([CH3:27])[CH3:28])=[CH:24][CH:25]=2)=[CH:13]\[C@H:14]2[CH2:15][CH2:16][C:17](=[O:19])[NH:18]2)=[CH:10][CH:11]=1)([CH3:5])([CH3:3])[CH3:4]. The yield is 0.260. (5) The reactants are Br[C:2]1[CH:3]=[C:4]2[C:10]([C:11]([F:14])([F:13])[F:12])=[CH:9][NH:8][C:5]2=[N:6][CH:7]=1.C([O-])(=O)C.[K+].[CH3:20][C:21]1([CH3:37])[C:25]([CH3:27])([CH3:26])[O:24][B:23]([B:23]2[O:24][C:25]([CH3:27])([CH3:26])[C:21]([CH3:37])([CH3:20])[O:22]2)[O:22]1. The catalyst is O1CCOCC1.[Pd](Cl)Cl.C1(P(C2C=CC=CC=2)[C-]2C=CC=C2)C=CC=CC=1.[C-]1(P(C2C=CC=CC=2)C2C=CC=CC=2)C=CC=C1.[Fe+2]. The product is [CH3:20][C:21]1([CH3:37])[C:25]([CH3:27])([CH3:26])[O:24][B:23]([C:2]2[CH:3]=[C:4]3[C:10]([C:11]([F:14])([F:13])[F:12])=[CH:9][NH:8][C:5]3=[N:6][CH:7]=2)[O:22]1. The yield is 0.490.